Dataset: Forward reaction prediction with 1.9M reactions from USPTO patents (1976-2016). Task: Predict the product of the given reaction. (1) Given the reactants [C:1]1([C:7](Cl)([C:14]2[CH:19]=[CH:18][CH:17]=[CH:16][CH:15]=2)[C:8]2[CH:13]=[CH:12][CH:11]=[CH:10][CH:9]=2)[CH:6]=[CH:5][CH:4]=[CH:3][CH:2]=1.Cl.Cl.[NH2:23][CH:24]1[CH2:29][CH2:28][CH2:27][NH:26][C:25]1=[O:30].C(N(CC)CC)C, predict the reaction product. The product is: [C:7]([NH:23][CH:24]1[CH2:29][CH2:28][CH2:27][NH:26][C:25]1=[O:30])([C:14]1[CH:19]=[CH:18][CH:17]=[CH:16][CH:15]=1)([C:8]1[CH:13]=[CH:12][CH:11]=[CH:10][CH:9]=1)[C:1]1[CH:6]=[CH:5][CH:4]=[CH:3][CH:2]=1. (2) Given the reactants C([O:8][C:9]1[CH:14]=[CH:13][C:12]([S:15]([NH:18][C@@H:19]2[CH2:24][CH2:23][N:22]([C:25]([O:27][C:28]([CH3:31])([CH3:30])[CH3:29])=[O:26])[CH2:21][C@:20]2([CH3:36])[C:32]([O:34][CH3:35])=[O:33])(=[O:17])=[O:16])=[CH:11][CH:10]=1)C1C=CC=CC=1, predict the reaction product. The product is: [OH:8][C:9]1[CH:10]=[CH:11][C:12]([S:15]([NH:18][C@@H:19]2[CH2:24][CH2:23][N:22]([C:25]([O:27][C:28]([CH3:29])([CH3:30])[CH3:31])=[O:26])[CH2:21][C@:20]2([CH3:36])[C:32]([O:34][CH3:35])=[O:33])(=[O:16])=[O:17])=[CH:13][CH:14]=1. (3) Given the reactants C([O:5][C:6](=O)[NH:7][CH2:8][CH2:9][CH2:10][N:11]1[C:19]2[C:14](=[CH:15][CH:16]=[CH:17][CH:18]=2)[C:13]([CH:20]=[O:21])=[CH:12]1)(C)(C)C.Cl.[CH2:24](N(CC)CC)C.C(Cl)(=O)C, predict the reaction product. The product is: [CH:20]([C:13]1[C:14]2[C:19](=[CH:18][CH:17]=[CH:16][CH:15]=2)[N:11]([CH2:10][CH2:9][CH2:8][NH:7][C:6](=[O:5])[CH3:24])[CH:12]=1)=[O:21]. (4) Given the reactants Cl[C:2]1[C:11]([C:12]([OH:14])=[O:13])=[CH:10][C:9]2[C:4](=[CH:5][CH:6]=[C:7]([Cl:15])[CH:8]=2)[N:3]=1.[NH2:16][CH:17]([CH2:21][CH2:22][C:23](=[O:25])[NH2:24])[C:18]([OH:20])=[O:19], predict the reaction product. The product is: [C:23]([CH2:22][CH2:21][CH:17]([NH:16][C:2]1[C:11]([C:12]([OH:14])=[O:13])=[CH:10][C:9]2[C:4](=[CH:5][CH:6]=[C:7]([Cl:15])[CH:8]=2)[N:3]=1)[C:18]([OH:20])=[O:19])(=[O:25])[NH2:24]. (5) Given the reactants [CH3:1][O:2][C:3]1[CH:8]=[CH:7][C:6]([NH:9][C:10]2[N:11]=[N:12][C:13]([CH:16]([NH:18]C(=O)OC(C)(C)C)[CH3:17])=[CH:14][N:15]=2)=[CH:5][CH:4]=1.Cl, predict the reaction product. The product is: [NH2:18][CH:16]([C:13]1[N:12]=[N:11][C:10]([NH:9][C:6]2[CH:7]=[CH:8][C:3]([O:2][CH3:1])=[CH:4][CH:5]=2)=[N:15][CH:14]=1)[CH3:17].